This data is from Experimentally validated miRNA-target interactions with 360,000+ pairs, plus equal number of negative samples. The task is: Binary Classification. Given a miRNA mature sequence and a target amino acid sequence, predict their likelihood of interaction. (1) Result: 0 (no interaction). The miRNA is mmu-miR-615-3p with sequence UCCGAGCCUGGGUCUCCCUCUU. The protein sequence of the target gene is MITSQGSVSFRDVTVGFTQEEWQHLDPAQRTLYRDVMLENYSHLVSVGYCIPKPEVILKLEKGEEPWILEEKFPSQSHLELINTSRNYSIMKFNEFNKGGKCFCDEKHEIIHSEEEPSEYNKNGNSFWLNEDLIWHQKIKNWEQSFEYNECGKAFPENSLFLVHKRGYTGQKTCKYTEHGKTCDMSFFITHQQTHPRENHYGNECGENIFEESILLEHQSVYPFSQKLNLTPIQRTHSINNIIEYNECGTFFSEKLVLHLQQRTHTGEKPYECHECGKTFTQKSAHTRHQRTHTGGKPYE.... (2) The miRNA is hsa-miR-6763-5p with sequence CUGGGGAGUGGCUGGGGAG. The protein sequence of the target gene is MKSYTPYFILLWSAVGIAKAAKIIIVPPIMFESHMYIFKTLASALHERGHHTVFLLSEGRDIAPSNHYSLQRYPGIFNSTTSDAFLQSKMRNIFSGRLTAIELFDILDHYTKNCDLMVGNHALIQGLKKEKFDLLLVDPNDMCGFVIAHLLGVKYAVFSTGLWYPAEVGAPAPLAYVPEFNSLLTDRMNLLQRMKNTGVYLISRLGVSFLVLPKYERIMQKYNLLPEKSMYDLVHGSSLWMLCTDVALEFPRPTLPNVVYVGGILTKPASPLPEDLQRWVNGANEHGFVLVSFGAGVKYL.... Result: 0 (no interaction). (3) The miRNA is cel-miR-42-3p with sequence UCACCGGGUUAACAUCUACAGA. The protein sequence of the target gene is MDRHLCTCRETQLRSGLLLPLFLLMMLADLTLPAQRHPPVVLVPGDLGNQLEAKLDKPKVVHYLCSKKTDSYFTLWLNLELLLPVIIDCWIDNIRLVYNRTSRATQFPDGVDVRVPGFGETFSMEFLDPSKRNVGSYFYTMVESLVGWGYTRGEDVRGAPYDWRRAPNENGPYFLALREMIEEMYQMYGGPVVLVAHSMGNVYMLYFLQRQPQVWKDKYIHAFVSLGAPWGGVAKTLRVLASGDNNRIPVIGPLKIREQQRSAVSTSWLLPYNHTWSHEKVFVYTPTTNYTLRDYHRFFR.... Result: 0 (no interaction).